This data is from Forward reaction prediction with 1.9M reactions from USPTO patents (1976-2016). The task is: Predict the product of the given reaction. (1) The product is: [CH2:36]([NH:35][CH2:34][C:12]1[C:13]2[N:14]([CH2:31][O:32][CH3:33])[C:15]([C:25]3[CH:30]=[CH:29][CH:28]=[CH:27][CH:26]=3)=[C:16]([CH:19]3[CH2:20][CH2:21][CH2:22][CH2:23][CH2:24]3)[C:17]=2[S:18][C:11]=1[C:8]([OH:10])=[O:9])[C:37]1[CH:41]=[CH:40][CH:3]=[CH:2][CH:38]=1.[C:3]([OH:5])([C:2]([F:7])([F:6])[F:1])=[O:4]. Given the reactants [F:1][C:2]([F:7])([F:6])[C:3]([O-:5])=[O:4].[C:8]([C:11]1[S:18][C:17]2[C:16]([CH:19]3[CH2:24][CH2:23][CH2:22][CH2:21][CH2:20]3)=[C:15]([C:25]3[CH:30]=[CH:29][CH:28]=[CH:27][CH:26]=3)[N:14]([CH2:31][O:32][CH3:33])[C:13]=2[C:12]=1[CH2:34][NH2+:35][CH2:36][CH:37]1[CH2:41][CH2:40]S(=O)(=O)[CH2:38]1)([OH:10])=[O:9].C1(C2C3SC(C(O)=O)=C(C=O)C=3N(COC)C=2C2C=CC=CC=2)CCCCC1.C(N)C1C=CC=CC=1.C(O[BH-](OC(=O)C)OC(=O)C)(=O)C.[Na+], predict the reaction product. (2) Given the reactants [CH3:1][N:2]=[C:3]=[S:4].[I:5][C:6]1[CH:7]=[C:8]([C:12]2[N:16]=[C:15]([CH:17]3[CH2:22][O:21][CH2:20][CH2:19][NH:18]3)[O:14][N:13]=2)[CH:9]=[CH:10][CH:11]=1, predict the reaction product. The product is: [I:5][C:6]1[CH:7]=[C:8]([C:12]2[N:16]=[C:15]([CH:17]3[CH2:22][O:21][CH2:20][CH2:19][N:18]3[C:3](=[S:4])[NH:2][CH3:1])[O:14][N:13]=2)[CH:9]=[CH:10][CH:11]=1. (3) Given the reactants [CH3:1][C:2]1[CH:7]=[C:6]([N+:8]([O-])=O)[CH:5]=[CH:4][C:3]=1[N:11]1[CH2:16][CH2:15][CH2:14][CH2:13][CH2:12]1.[H][H], predict the reaction product. The product is: [CH3:1][C:2]1[CH:7]=[C:6]([CH:5]=[CH:4][C:3]=1[N:11]1[CH2:16][CH2:15][CH2:14][CH2:13][CH2:12]1)[NH2:8]. (4) Given the reactants Cl[C:2]1[N:3]=[C:4]([N:24]2[CH2:29][CH2:28][O:27][CH2:26][CH2:25]2)[C:5]2[S:10][C:9]([C:11]3[CH:12]=[C:13]([S:17]([CH2:20][C@@H:21]([OH:23])[CH3:22])(=[O:19])=[O:18])[CH:14]=[CH:15][CH:16]=3)=[CH:8][C:6]=2[N:7]=1.[NH2:30][C:31]1[N:36]=[CH:35][C:34](B2OC(C)(C)C(C)(C)O2)=[CH:33][N:32]=1, predict the reaction product. The product is: [NH2:30][C:31]1[N:36]=[CH:35][C:34]([C:2]2[N:3]=[C:4]([N:24]3[CH2:29][CH2:28][O:27][CH2:26][CH2:25]3)[C:5]3[S:10][C:9]([C:11]4[CH:12]=[C:13]([S:17]([CH2:20][C@@H:21]([OH:23])[CH3:22])(=[O:19])=[O:18])[CH:14]=[CH:15][CH:16]=4)=[CH:8][C:6]=3[N:7]=2)=[CH:33][N:32]=1. (5) Given the reactants [Cl:1][C:2]1[N:7]=[C:6](S(C)(=O)=O)[N:5]=[C:4]([NH:12][C@H:13]([C:15]([F:18])([F:17])[F:16])[CH3:14])[C:3]=1[C:19]1[C:24]([F:25])=[CH:23][C:22]([F:26])=[CH:21][C:20]=1[F:27].O.[NH2:29][NH2:30], predict the reaction product. The product is: [Cl:1][C:2]1[N:7]=[C:6]([NH:29][NH2:30])[N:5]=[C:4]([NH:12][C@H:13]([C:15]([F:18])([F:17])[F:16])[CH3:14])[C:3]=1[C:19]1[C:24]([F:25])=[CH:23][C:22]([F:26])=[CH:21][C:20]=1[F:27]. (6) The product is: [CH2:2]([CH:3]1[C:4](=[S:24])[NH:6][C:7]2([CH2:13][CH2:12][N:11]([CH3:14])[CH2:10][CH2:9]2)[S:8]1)[CH3:1]. Given the reactants [CH3:1][CH2:2][CH:3]1[S:8][C:7]2([CH2:13][CH2:12][N:11]([CH3:14])[CH2:10][CH2:9]2)[NH:6][C:4]1=O.COC1C=CC(P2(SP(C3C=CC(OC)=CC=3)(=S)S2)=[S:24])=CC=1, predict the reaction product. (7) Given the reactants [CH2:1]([O:3][C:4](=[O:15])[C:5](=O)[CH:6]([CH3:13])[C:7](=O)[C:8]([CH3:11])([CH3:10])[CH3:9])[CH3:2].[CH3:16][NH:17][NH2:18], predict the reaction product. The product is: [CH2:1]([O:3][C:4]([C:5]1[N:17]([CH3:16])[N:18]=[C:7]([C:8]([CH3:11])([CH3:10])[CH3:9])[C:6]=1[CH3:13])=[O:15])[CH3:2].